This data is from Forward reaction prediction with 1.9M reactions from USPTO patents (1976-2016). The task is: Predict the product of the given reaction. (1) Given the reactants [C:1]1([CH:7]2[N:21]3[C:22]4[C:14]([C:15]5[C:20]3=[CH:19][CH:18]=[CH:17][C:16]=5[OH:23])=[CH:13][CH:12]=[CH:11][C:10]=4[O:9][CH2:8]2)[CH:6]=[CH:5][CH:4]=[CH:3][CH:2]=1.C(=O)([O-])[O-].[K+].[K+].Br[CH2:31][CH2:32][Cl:33], predict the reaction product. The product is: [Cl:33][CH2:32][CH2:31][O:23][C:16]1[C:15]2[C:14]3[C:22]4=[C:10]([O:9][CH2:8][CH:7]([C:1]5[CH:2]=[CH:3][CH:4]=[CH:5][CH:6]=5)[N:21]4[C:20]=2[CH:19]=[CH:18][CH:17]=1)[CH:11]=[CH:12][CH:13]=3. (2) Given the reactants [CH2:1]([O:3][C:4](=[O:35])[CH2:5][C:6]1[CH:11]=[CH:10][C:9]([NH:12][C:13]([C:15]2([CH2:31][CH2:32]OC)[CH2:20][CH2:19][N:18]([S:21]([C:24]3[CH:29]=[CH:28][CH:27]=[CH:26][C:25]=3[Cl:30])(=[O:23])=[O:22])[CH2:17][CH2:16]2)=[O:14])=[CH:8][CH:7]=1)[CH3:2].[Cl-].C[Al+]C, predict the reaction product. The product is: [CH2:1]([O:3][C:4](=[O:35])[CH2:5][C:6]1[CH:7]=[CH:8][C:9]([N:12]2[CH2:32][CH2:31][C:15]3([CH2:20][CH2:19][N:18]([S:21]([C:24]4[CH:29]=[CH:28][CH:27]=[CH:26][C:25]=4[Cl:30])(=[O:22])=[O:23])[CH2:17][CH2:16]3)[C:13]2=[O:14])=[CH:10][CH:11]=1)[CH3:2]. (3) The product is: [NH2:1][C:2]1[N:3]=[N:4][C:5]([C:14]2[CH:15]=[CH:16][C:17]([OH:24])=[C:18]([NH:20][C:21](=[O:23])[CH3:22])[CH:19]=2)=[C:6]([C:8]2[CH:9]=[CH:10][CH:11]=[CH:12][CH:13]=2)[N:7]=1. Given the reactants [NH2:1][C:2]1[N:3]=[N:4][C:5]([C:14]2[CH:15]=[CH:16][C:17]([O:24]C)=[C:18]([NH:20][C:21](=[O:23])[CH3:22])[CH:19]=2)=[C:6]([C:8]2[CH:13]=[CH:12][CH:11]=[CH:10][CH:9]=2)[N:7]=1.COC.O, predict the reaction product.